From a dataset of Peptide-MHC class I binding affinity with 185,985 pairs from IEDB/IMGT. Regression. Given a peptide amino acid sequence and an MHC pseudo amino acid sequence, predict their binding affinity value. This is MHC class I binding data. (1) The peptide sequence is YTGDFDSVI. The MHC is Mamu-B01 with pseudo-sequence Mamu-B01. The binding affinity (normalized) is 0.157. (2) The peptide sequence is DYNFVKQLF. The MHC is HLA-B57:01 with pseudo-sequence HLA-B57:01. The binding affinity (normalized) is 0. (3) The peptide sequence is TMHQDVATF. The MHC is HLA-B15:01 with pseudo-sequence HLA-B15:01. The binding affinity (normalized) is 0.834. (4) The peptide sequence is RRQDILDLWIY. The MHC is HLA-A02:01 with pseudo-sequence HLA-A02:01. The binding affinity (normalized) is 0. (5) The peptide sequence is KTFSAHNLF. The MHC is HLA-A69:01 with pseudo-sequence HLA-A69:01. The binding affinity (normalized) is 0.0847. (6) The peptide sequence is REQASYLYV. The MHC is HLA-B40:01 with pseudo-sequence HLA-B40:01. The binding affinity (normalized) is 0.635.